Dataset: Reaction yield outcomes from USPTO patents with 853,638 reactions. Task: Predict the reaction yield, written as a fraction of the theoretical maximum amount of product (1.0 means a 100% yield; for example, 0.34 means a 34% yield). (1) The reactants are [Br:1][C:2]1[CH:3]=[CH:4][C:5]([NH:12][S:13]([C:16]2[CH:21]=[CH:20][C:19]([O:22][C:23]([F:26])([F:25])[F:24])=[CH:18][CH:17]=2)(=[O:15])=[O:14])=[C:6]([CH:11]=1)[C:7]([O:9]C)=[O:8].[OH-].[Na+]. The catalyst is O1CCCC1.O. The product is [Br:1][C:2]1[CH:3]=[CH:4][C:5]([NH:12][S:13]([C:16]2[CH:17]=[CH:18][C:19]([O:22][C:23]([F:26])([F:24])[F:25])=[CH:20][CH:21]=2)(=[O:15])=[O:14])=[C:6]([CH:11]=1)[C:7]([OH:9])=[O:8]. The yield is 0.830. (2) The reactants are [NH:1]1[C:9]2[C:4](=[CH:5][C:6]([C:10]([OH:12])=[O:11])=[CH:7][CH:8]=2)[CH:3]=[CH:2]1.C(NC(=NC(C)C)O[C:19]([CH3:22])([CH3:21])[CH3:20])(C)C. The catalyst is C1COCC1. The product is [NH:1]1[C:9]2[C:4](=[CH:5][C:6]([C:10]([O:12][C:19]([CH3:22])([CH3:21])[CH3:20])=[O:11])=[CH:7][CH:8]=2)[CH:3]=[CH:2]1. The yield is 0.590. (3) The product is [CH2:15]([O:14][CH2:13][CH2:12][P:11]([CH2:10][CH2:9][O:8][CH2:1][C:2]1[CH:3]=[CH:4][CH:5]=[CH:6][CH:7]=1)(=[O:22])[N:25]([CH3:26])[CH2:28][CH2:29][CH2:30][NH:31][CH3:32])[C:16]1[CH:21]=[CH:20][CH:19]=[CH:18][CH:17]=1. The yield is 0.830. The catalyst is C(Cl)(Cl)(Cl)Cl. The reactants are [CH2:1]([O:8][CH2:9][CH2:10][PH:11](=[O:22])[CH2:12][CH2:13][O:14][CH2:15][C:16]1[CH:21]=[CH:20][CH:19]=[CH:18][CH:17]=1)[C:2]1[CH:7]=[CH:6][CH:5]=[CH:4][CH:3]=1.CC[N:25]([CH2:28][CH3:29])[CH2:26]C.[CH3:30][N:31](C)[CH2:32]CCN. (4) The yield is 0.780. The product is [C:1]([C:5]1[C:10]([NH2:11])=[CH:9][C:8]([OH:14])=[C:7]([Cl:15])[CH:6]=1)([CH3:4])([CH3:2])[CH3:3]. The catalyst is CO.[Ni]. The reactants are [C:1]([C:5]1[C:10]([N+:11]([O-])=O)=[CH:9][C:8]([OH:14])=[C:7]([Cl:15])[CH:6]=1)([CH3:4])([CH3:3])[CH3:2]. (5) The reactants are [Cl:1][C:2]1[CH:7]=[C:6]([F:8])[CH:5]=[CH:4][C:3]=1[OH:9].[H-].[Na+].[CH2:12](Br)[C:13]1[CH:18]=[CH:17][CH:16]=[CH:15][CH:14]=1. The catalyst is O1CCCC1. The product is [CH2:12]([O:9][C:3]1[CH:4]=[CH:5][C:6]([F:8])=[CH:7][C:2]=1[Cl:1])[C:13]1[CH:18]=[CH:17][CH:16]=[CH:15][CH:14]=1. The yield is 0.600. (6) The product is [NH2:33][C:30]1[CH:29]=[CH:28][C:27]([N:25]2[CH:26]=[C:22]([C:21]3[C:16]([NH2:8])=[N:17][CH:18]=[C:19]([N:34]4[CH2:39][CH2:38][N:37]([S:40]([CH2:43][CH3:44])(=[O:42])=[O:41])[CH2:36][CH2:35]4)[N:20]=3)[N:23]=[N:24]2)=[CH:32][CH:31]=1. The catalyst is C(Cl)Cl. The yield is 0.300. The reactants are C(OC([N:8]([C:16]1[C:21]([C:22]2[N:23]=[N:24][N:25]([C:27]3[CH:32]=[CH:31][C:30]([NH2:33])=[CH:29][CH:28]=3)[CH:26]=2)=[N:20][C:19]([N:34]2[CH2:39][CH2:38][N:37]([S:40]([CH2:43][CH3:44])(=[O:42])=[O:41])[CH2:36][CH2:35]2)=[CH:18][N:17]=1)C(=O)OC(C)(C)C)=O)(C)(C)C.C(O)(C(F)(F)F)=O.